This data is from Full USPTO retrosynthesis dataset with 1.9M reactions from patents (1976-2016). The task is: Predict the reactants needed to synthesize the given product. (1) Given the product [CH:35]1([N:27]2[C:25]3[N:26]=[C:21]([NH:20][C:17]4[N:18]=[CH:19][C:14]([N:11]5[CH2:12][CH2:13][C@@H:9]([OH:8])[CH2:10]5)=[CH:15][CH:16]=4)[N:22]=[CH:23][C:24]=3[C:29]3[CH:30]=[CH:31][N:32]=[C:33]([F:34])[C:28]2=3)[CH2:36][CH2:37][CH2:38][CH2:39]1, predict the reactants needed to synthesize it. The reactants are: [Si]([O:8][C@@H:9]1[CH2:13][CH2:12][N:11]([C:14]2[CH:15]=[CH:16][C:17]([NH:20][C:21]3[N:22]=[CH:23][C:24]4[C:29]5[CH:30]=[CH:31][N:32]=[C:33]([F:34])[C:28]=5[N:27]([CH:35]5[CH2:39][CH2:38][CH2:37][CH2:36]5)[C:25]=4[N:26]=3)=[N:18][CH:19]=2)[CH2:10]1)(C(C)(C)C)(C)C.[F-].C([N+](CCCC)(CCCC)CCCC)CCC.Cl.C(OCC)C. (2) The reactants are: Cl[C:2]1[N:7]2[N:8]=[CH:9][N:10]=[C:6]2[C:5]2[CH:11]=[C:12]([Cl:15])[CH:13]=[N:14][C:4]=2[N:3]=1.[CH3:16][N:17]1[CH2:22][CH2:21][NH:20][CH2:19][CH2:18]1. Given the product [Cl:15][C:12]1[CH:13]=[N:14][C:4]2[N:3]=[C:2]([N:20]3[CH2:21][CH2:22][N:17]([CH3:16])[CH2:18][CH2:19]3)[N:7]3[N:8]=[CH:9][N:10]=[C:6]3[C:5]=2[CH:11]=1, predict the reactants needed to synthesize it. (3) Given the product [CH2:10]([O:9][CH2:8][C@H:2]([NH:1][C:18]([O:20][CH2:21][C:22]1[CH:27]=[CH:26][CH:25]=[CH:24][CH:23]=1)=[O:19])[CH2:3][S:4]([OH:7])(=[O:6])=[O:5])[C:11]1[CH:16]=[CH:15][CH:14]=[CH:13][CH:12]=1, predict the reactants needed to synthesize it. The reactants are: [NH2:1][C@@H:2]([CH2:8][O:9][CH2:10][C:11]1[CH:16]=[CH:15][CH:14]=[CH:13][CH:12]=1)[CH2:3][S:4]([OH:7])(=[O:6])=[O:5].Cl[C:18]([O:20][CH2:21][C:22]1[CH:27]=[CH:26][CH:25]=[CH:24][CH:23]=1)=[O:19]. (4) The reactants are: [Cl:1][S:2]([OH:5])(=O)=[O:3].[O:6]1[CH2:12][CH2:11][CH2:10][O:9][C:8]2[CH:13]=[CH:14][CH:15]=[CH:16][C:7]1=2. Given the product [O:6]1[CH2:12][CH2:11][CH2:10][O:9][C:8]2[CH:13]=[C:14]([S:2]([Cl:1])(=[O:5])=[O:3])[CH:15]=[CH:16][C:7]1=2, predict the reactants needed to synthesize it. (5) Given the product [C:16]1([NH:15][C:8]([C:3]2[C:2]([CH3:1])=[CH:7][CH:6]=[CH:5][N:4]=2)=[O:10])[CH:21]=[CH:20][CH:19]=[CH:18][CH:17]=1, predict the reactants needed to synthesize it. The reactants are: [CH3:1][C:2]1[C:3]([C:8]([OH:10])=O)=[N:4][CH:5]=[CH:6][CH:7]=1.S(Cl)(Cl)=O.[NH2:15][C:16]1[CH:21]=[CH:20][CH:19]=[CH:18][CH:17]=1. (6) The reactants are: [N+:1]([C:4]1[C:5](SC#N)=[N:6][C:7]([NH:10][CH2:11][C:12]2[CH:17]=[CH:16][CH:15]=[CH:14][C:13]=2[O:18][C:19]([F:22])([F:21])[F:20])=[N:8][CH:9]=1)([O-:3])=[O:2].[NH2:26][CH2:27][C@@H:28]1[CH2:33][CH2:32][C@H:31]([OH:34])[CH2:30][CH2:29]1.C(N(C(C)C)CC)(C)C. Given the product [N+:1]([C:4]1[C:5]([NH:26][CH2:27][C@@H:28]2[CH2:33][CH2:32][C@H:31]([OH:34])[CH2:30][CH2:29]2)=[N:6][C:7]([NH:10][CH2:11][C:12]2[CH:17]=[CH:16][CH:15]=[CH:14][C:13]=2[O:18][C:19]([F:21])([F:20])[F:22])=[N:8][CH:9]=1)([O-:3])=[O:2], predict the reactants needed to synthesize it. (7) Given the product [C:1]([O:4][C:5]1[CH:10]=[C:9]([Cl:11])[C:8]([O:12][C:13]2[CH:18]=[CH:17][C:16]([NH2:19])=[CH:15][CH:14]=2)=[C:7]([Cl:22])[C:6]=1[CH3:23])(=[O:3])[CH3:2], predict the reactants needed to synthesize it. The reactants are: [C:1]([O:4][C:5]1[CH:10]=[C:9]([Cl:11])[C:8]([O:12][C:13]2[CH:18]=[CH:17][C:16]([N+:19]([O-])=O)=[CH:15][CH:14]=2)=[C:7]([Cl:22])[C:6]=1[CH3:23])(=[O:3])[CH3:2].